Dataset: Forward reaction prediction with 1.9M reactions from USPTO patents (1976-2016). Task: Predict the product of the given reaction. (1) Given the reactants [NH2:1][C:2]1[CH:7]=[C:6]([CH2:8]O)[CH:5]=[CH:4][N:3]=1.S(Cl)([Cl:12])=O, predict the reaction product. The product is: [Cl:12][CH2:8][C:6]1[CH:5]=[CH:4][N:3]=[C:2]([NH2:1])[CH:7]=1. (2) Given the reactants [Cl:1][C:2]1[CH:7]=[CH:6][C:5]([C:8]2[C:12]3[CH:13]=[CH:14][C:15]([C:17]#[C:18][CH2:19][CH2:20][CH2:21]OS(C)(=O)=O)=[CH:16][C:11]=3[S:10][N:9]=2)=[CH:4][CH:3]=1.[CH2:27]([NH:29][CH2:30][CH3:31])[CH3:28], predict the reaction product. The product is: [Cl:1][C:2]1[CH:7]=[CH:6][C:5]([C:8]2[C:12]3[CH:13]=[CH:14][C:15]([C:17]#[C:18][CH2:19][CH2:20][CH2:21][N:29]([CH2:30][CH3:31])[CH2:27][CH3:28])=[CH:16][C:11]=3[S:10][N:9]=2)=[CH:4][CH:3]=1. (3) Given the reactants [S:1]1[CH:5]=[CH:4][CH:3]=[C:2]1[Mg]Br.O1CC[CH2:10][SiH2:9]1.[CH3:13][CH2:14][CH2:15][CH2:16][CH2:17][CH3:18].C(O[C:22](=[O:24])C)C.[CH2:25](OCC)C, predict the reaction product. The product is: [OH:24][CH2:22][C:15]1[CH:14]=[CH:13][CH:18]=[CH:17][C:16]=1[Si:9]([CH3:10])([CH3:25])[C:2]1[S:1][CH:5]=[CH:4][CH:3]=1. (4) Given the reactants Cl.C(N=C=NCCCN(C)C)C.Cl.Cl.[CH3:15][O:16][C:17]1[N:22]=[CH:21][C:20]([O:23][CH:24]2[CH2:29][CH2:28][N:27]([C:30](=[O:36])[C@@H:31]([NH2:35])[CH:32]([CH3:34])[CH3:33])[CH2:26][CH2:25]2)=[CH:19][CH:18]=1.[OH:37][C:38]1[C:39]([C:48](O)=[O:49])=[N:40][C:41]2[C:46]([N:47]=1)=[CH:45][CH:44]=[CH:43][CH:42]=2.O.ON1C2C=CC=CC=2N=N1.CN1CCOCC1, predict the reaction product. The product is: [OH:37][C:38]1[C:39]([C:48]([NH:35][C@H:31]([C:30]([N:27]2[CH2:26][CH2:25][CH:24]([O:23][C:20]3[CH:21]=[N:22][C:17]([O:16][CH3:15])=[CH:18][CH:19]=3)[CH2:29][CH2:28]2)=[O:36])[CH:32]([CH3:33])[CH3:34])=[O:49])=[N:40][C:41]2[C:46]([N:47]=1)=[CH:45][CH:44]=[CH:43][CH:42]=2. (5) The product is: [C:1]([O:4][C:5]1[CH:13]=[C:12]2[C:8]([C@@H:9]([CH2:21][Cl:22])[CH2:10][NH:11]2)=[C:7]2[C:23]([CH3:26])=[CH:24][S:25][C:6]=12)(=[O:3])[CH3:2]. Given the reactants [C:1]([O:4][C:5]1[CH:13]=[C:12]2[C:8]([C@@H:9]([CH2:21][Cl:22])[CH2:10][N:11]2C(OC(C)(C)C)=O)=[C:7]2[C:23]([CH3:26])=[CH:24][S:25][C:6]=12)(=[O:3])[CH3:2].Cl.C(OC1C=C2C([C@@H](CCl)CN2C(C23CC(C(N4C5C(=C6C(C)=CSC6=C(OC(=O)C)C=5)[C@@H](CCl)C4)=O)(C2)C3)=O)=C2C(C)=CSC=12)(=O)C, predict the reaction product. (6) Given the reactants [NH:1]1[CH2:6][CH2:5][C:4](=[N:7][O:8][CH:9]2[CH2:14][CH2:13][N:12]([C:15]([O:17][CH:18]([CH3:20])[CH3:19])=[O:16])[CH2:11][CH2:10]2)[CH2:3][CH2:2]1.Br[C:22]1[C:23]([CH3:28])=[N:24][CH:25]=[CH:26][CH:27]=1.C(=O)([O-])[O-].[Cs+].[Cs+].CC(CN1P2N(CC(C)C)CCN(CCN2CC(C)C)CC1)C, predict the reaction product. The product is: [CH3:28][C:23]1[C:22]([N:1]2[CH2:2][CH2:3][C:4](=[N:7][O:8][CH:9]3[CH2:10][CH2:11][N:12]([C:15]([O:17][CH:18]([CH3:20])[CH3:19])=[O:16])[CH2:13][CH2:14]3)[CH2:5][CH2:6]2)=[CH:27][CH:26]=[CH:25][N:24]=1. (7) Given the reactants Cl[C:2]1[N:3]=[CH:4][C:5](I)=[C:6]2[C:11]=1[N:10]=[C:9]([CH3:12])[CH:8]=[CH:7]2.[F:14][C:15]1[CH:16]=[N:17][CH:18]=[C:19](B(O)O)[CH:20]=1.[NH2:24][C:25]1[S:26][CH:27]=[C:28]([CH3:30])[N:29]=1, predict the reaction product. The product is: [F:14][C:15]1[CH:20]=[C:19]([C:5]2[CH:4]=[N:3][C:2]([NH:24][C:25]3[S:26][CH:27]=[C:28]([CH3:30])[N:29]=3)=[C:11]3[C:6]=2[CH:7]=[CH:8][C:9]([CH3:12])=[N:10]3)[CH:18]=[N:17][CH:16]=1. (8) Given the reactants [NH2:1][C:2]1[C:3]([CH2:26][C:27]([O:29]C)=O)=[N:4][CH:5]=[C:6]([NH:8][C:9]2[N:25]=[C:12]3[CH:13]=[CH:14][CH:15]=[C:16]([NH:17][C@H:18]4[CH2:23][CH2:22][C@@H:21]([OH:24])[CH2:20][CH2:19]4)[N:11]3[N:10]=2)[CH:7]=1, predict the reaction product. The product is: [OH:24][C@@H:21]1[CH2:22][CH2:23][C@H:18]([NH:17][C:16]2[N:11]3[N:10]=[C:9]([NH:8][C:6]4[CH:7]=[C:2]5[NH:1][C:27](=[O:29])[CH2:26][C:3]5=[N:4][CH:5]=4)[N:25]=[C:12]3[CH:13]=[CH:14][CH:15]=2)[CH2:19][CH2:20]1.